Task: Predict the reaction yield, written as a fraction of the theoretical maximum amount of product (1.0 means a 100% yield; for example, 0.34 means a 34% yield).. Dataset: Reaction yield outcomes from USPTO patents with 853,638 reactions The reactants are [CH2:1]([O:8][C:9]([NH:11][CH:12]([C:18]([O:20][CH2:21][CH3:22])=[O:19])[C:13]([O:15][CH2:16][CH3:17])=[O:14])=[O:10])[C:2]1[CH:7]=[CH:6][CH:5]=[CH:4][CH:3]=1.[H-].[Na+].Br[CH2:26][C:27]([O:29][CH2:30][CH3:31])=[O:28].Cl. The catalyst is CN(C=O)C. The product is [CH2:1]([O:8][C:9]([NH:11][C:12]([C:13]([O:15][CH2:16][CH3:17])=[O:14])([CH2:26][C:27]([O:29][CH2:30][CH3:31])=[O:28])[C:18]([O:20][CH2:21][CH3:22])=[O:19])=[O:10])[C:2]1[CH:3]=[CH:4][CH:5]=[CH:6][CH:7]=1. The yield is 0.830.